Dataset: Drug-target binding data from BindingDB using Ki measurements. Task: Regression. Given a target protein amino acid sequence and a drug SMILES string, predict the binding affinity score between them. We predict pKi (pKi = -log10(Ki in M); higher means stronger inhibition). Dataset: bindingdb_ki. (1) The target protein sequence is MERILRGVMRYRHTTREQMVQEFRKVRDNPQPKAVFFTCMDSRMIPTRFTETHVGDMFVVRNAGNLVPHAEHFQDEYFSCEPAALELGCVVNNIKHIIVCGHSDCKAMNLLYKLKDPEFASLDNRRISPLRAWLCEHANTSLAKFQNLKEIGLDKPLIFSSETPLRKFVAYIDPENNFAIEDKLSQVNTLQQIENVASYGFLKRRLESHDLHIHALWFDIYTGDIYFFSRNSKRFIAIDESSIDRLLDEVRRYYS. The small molecule is Cc1onc(-c2ccccc2)c1-c1ccc(S(N)(=O)=O)cc1. The pKi is 6.8. (2) The compound is CC(=O)N[C@@H](CC(C)C)[C@@H]1N[C@@H](C(=O)O)C[C@H]1c1ccn[nH]1. The target protein sequence is MLPSTIQTLTLFLTSGGVLLSLYVSALLSYLLYSDVLLKFSPKIIAPTMSLDCANASNVQAVNHSATEEMTFLLPEPEWTYPRLSCQGSTFQKALLISPHRFGEAKGNSAPLIIREPFIACGPKECKHFALTHYAAQPGGYYNGTREDRNKLRHLISVNLGKIPTVENSIFHMAAWSGSACHDGREWTYIGVDGPDSNALIKIKYGEAYTDTYHSYANNILRTQESACNCIGGDCYLMITDGPASGISKCRFLKIREGRIIKEIFPTGRVEHTEECTYGFASNKTIECACRDNSYTAKRPFVKLNVETDTAEIRLMCTETYLDTPRPDDGSITGPCESNGDKGSGGIKGGFVHQRMASKIGRWYSRTMSKTKRMGMGLYVKYDGDPWIDSDALTLSGVMISMEEPGWYSFGFEIKDKKCDVPCIGIEMVHDGGKKTWHSAATAIYCLMGSGQLLWDTVTGVDMA. The pKi is 7.2. (3) The drug is Nc1cnc(-c2cccc(Cl)c2)n(CC(=O)NC(Cc2ccccc2)C(=O)C(F)(F)C(=O)NCc2ccccc2)c1=O. The target protein (P50339) has sequence MNLHALCLLLLLLGSSTKAGEIIGGTECIPHSRPYMAYLEIVTSDNYLSACSGFLIRRNFVLTAAHCAGRSITVLLGAHNKTYKEDTWQKLEVEKQFIHPNYDKRLVLHDIMLLKLKEKAKLTLGVGTLPLSANFNFIPPGRMCRAVGWGRTNVNEPASDTLQEVKMRLQEPQSCKHFTSFQHKSQLCVGNPKKMQNVYKGDSGGPLLCAGIAQGIASYVHPNAKPPAVFTRISHYRPWINKILREN. The pKi is 5.4. (4) The drug is CCN1CCC[C@H]1CNC(=O)c1c(OC)ccc(Br)c1OC. The target protein (P52702) has sequence MDPLNLSWYDDDLERQNWSRPFNGSDGKADRPHYNYYATLLTLLIAVIVFGNVLVCMAVSREKALQTTTNYLIVSLAVADLLVATLVMPWVVYLEVVGEWKFSKIHCDIFVTLDVMMCTASILNLCAISIDRYTAVAMPMLYNTRYSSKRRVTVMIAIVWVLSFTISCPLLFGLNNADQNECIIANPAFVVYSSIVSFYVPFIVTLLVYIKIYIVLRRRRKRVNTKRSSRAFRSHLRAPLKGNCTHPEDMKLCTVIMKSNGSFPVNRRRVEAARRAQELEMEMLSSTSPPERTRYSPIPPSHHQLTLPDPSHHGLHSTPDSPAKPEKNGHAKNHPKIAKIFEIQTMPNGKTRTSLKTMSRRKLSQQKEKKATQMLAIVLGVFIICWLPFFITHILNIHCDCNIPPVLYSAFTWLGYVNSAVNPIIYTTFNIEFRKAFLKILHC. The pKi is 6.1. (5) The small molecule is O=S(=O)(O)CC1CC[C@@H](CS(=O)(=O)O)C[C@H]1CS(=O)(=O)O. The target protein (Q14642) has sequence MAGKAAAPGTAVLLVTANVGSLFDDPENLQKNWLREFYQVVHTHKPHFMALHCQEFGGKNYEASMSHVDKFVKELLSSDAMKEYNRARVYLDENYKSQEHFTALGSFYFLHESLKNIYQFDFKAKKYRKVAGKEIYSDTLESTPMLEKEKFPQDYFPECKWSRKGFIRTRWCIADCAFDLVNIHLFHDASNLVAWETSPSVYSGIRHKALGYVLDRIIDQRFEKVSYFVFGDFNFRLDSKSVVETLCTKATMQTVRAADTNEVVKLIFRESDNDRKVMLQLEKKLFDYFNQEVFRDNNGTALLEFDKELSVFKDRLYELDISFPPSYPYSEDARQGEQYMNTRCPAWCDRILMSPSAKELVLRSESEEKVVTYDHIGPNVCMGDHKPVFLAFRIMPGAGKPHAHVHKCCVVQ. The pKi is 5.4. (6) The small molecule is CC[C@H](C)[C@H](NC(=O)[C@H](Cc1ccc(O)cc1)NC(=O)[C@H](Cc1cnc[nH]1)NC(=O)[C@H](CCCNC(=N)N)NC(=O)[C@H](CC(C)C)NC(=O)[C@H](C)NC(=O)[C@H](CO)NC(=O)[C@H](Cc1ccc(O)cc1)NC(=O)[C@H](Cc1ccc(O)cc1)NC(=O)[C@H](CCCNC(=N)N)NC(=O)[C@H](C)NC(=O)[C@H](CC(C)C)NC(=O)[C@H](CC(=O)O)NC(=O)[C@H](CCC(=O)O)NC(=O)[C@H](C)NC(=O)[C@@H]1CCCN1C(=O)[C@H](C)NC(=O)[C@H](CC(=O)O)NC(=O)[C@H](CCC(=O)O)NC(=O)CNC(=O)[C@@H]1CCCN1C(=O)[C@H](CC(N)=O)NC(=O)[C@H](CC(=O)O)NC(=O)[C@@H]1CCCN1C(=O)[C@H](CCCCN)NC(=O)[C@H](CO)NC(=O)[C@@H]1CCCN1)C(=O)N[C@@H](CC(N)=O)C(=O)N[C@@H](CC(C)C)C(=O)N[C@H](C(=O)N[C@H](C(=O)N[C@@H](CCCNC(=N)N)C(=O)N[C@@H](CCC(N)=O)C(=O)N[C@@H](CCCNC(=N)N)C(=O)N[C@@H](Cc1ccc(O)cc1)C(N)=O)[C@@H](C)O)[C@@H](C)CC. The target protein (Q63447) has sequence MNTSHLMASLSPAFLQGKNGTNPLDSLYNLSDGCQDSADLLAFIITTYSVETVLGVLGNLCLIFVTTRQKEKSNVTNLLIANLAFSDFLMCLICQPLTVTYTIMDYWIFGEVLCKMLTFIQCMSVTVSILSLVLVALERHQLIINPTGWKPSISQAYLGIVVIWFISCFLSLPFLANSILNDLFHYNHSKVVEFLEDKVVCFVSWSSDHHRLIYTTFLLLFQYCVPLAFILVCYMRIYQRLQRQRRAFHTHTCSSRVGQMKRINGMLMAMVTAFAVLWLPLHVFNTLEDWYQEAIPACHGNLIFLMCHLFAMASTCVNPFIYGFLNINFKKDIKALVLTCRCRPPQGEPEPLPLSTVHTDLSKGSMRMGSKSNVM. The pKi is 7.5. (7) The small molecule is CC(=O)N[C@H]1CSCc2cc3cc(c2)CSC[C@@H](C(=O)O)NC(=O)[C@H](CC(C)C)NC(=O)[C@H](CC(=O)O)NC(=O)[C@H](CCC(N)=O)NC(=O)[C@H](Cc2cnc[nH]2)NC[C@H](C)NC(=O)[C@@H](CSC3)NC(=O)[C@H](CCCCNC(=N)N)NC(=O)[C@H](Cc2ccc(O)cc2)NC(=O)C2CCN2C(=O)[C@H](Cc2ccccc2)NC(=O)[C@H](CO)NC1=O. The target protein (Q9Y337) has sequence MATARPPWMWVLCALITALLLGVTEHVLANNDVSCDHPSNTVPSGSNQDLGAGAGEDARSDDSSSRIINGSDCDMHTQPWQAALLLRPNQLYCGAVLVHPQWLLTAAHCRKKVFRVRLGHYSLSPVYESGQQMFQGVKSIPHPGYSHPGHSNDLMLIKLNRRIRPTKDVRPINVSSHCPSAGTKCLVSGWGTTKSPQVHFPKVLQCLNISVLSQKRCEDAYPRQIDDTMFCAGDKAGRDSCQGDSGGPVVCNGSLQGLVSWGDYPCARPNRPGVYTNLCKFTKWIQETIQANS. The pKi is 4.3.